Task: Predict the reaction yield, written as a fraction of the theoretical maximum amount of product (1.0 means a 100% yield; for example, 0.34 means a 34% yield).. Dataset: Reaction yield outcomes from USPTO patents with 853,638 reactions (1) The reactants are Br[CH2:2][C:3]1[C:12]([O:13][CH3:14])=[CH:11][CH:10]=[CH:9][C:4]=1[C:5]([O:7][CH3:8])=[O:6].[CH3:15][O-:16].[Na+]. The catalyst is CO. The product is [CH3:14][O:13][C:12]1[C:3]([CH2:2][O:16][CH3:15])=[C:4]([CH:9]=[CH:10][CH:11]=1)[C:5]([O:7][CH3:8])=[O:6]. The yield is 0.770. (2) The reactants are COC(C1C=C(O)C2C(=C(N)C=CC=2)N=1)=O.C[O:18][C:19]([C:21]1[CH:30]=[C:29]([OH:31])[C:28]2[C:23](=[C:24]([OH:36])[CH:25]=[C:26]([CH2:32][CH2:33][CH2:34][OH:35])[CH:27]=2)[N:22]=1)=[O:20]. No catalyst specified. The product is [OH:31][C:29]1[C:28]2[C:23](=[C:24]([OH:36])[CH:25]=[C:26]([CH2:32][CH2:33][CH2:34][OH:35])[CH:27]=2)[N:22]=[C:21]([C:19]([OH:20])=[O:18])[CH:30]=1. The yield is 0.500. (3) The catalyst is C(#N)C. The reactants are [NH2:1][C@H:2]1[CH2:11][CH2:10][C:9]2[C:8]([S:12]([NH:15][C:16]3[CH:21]=[CH:20][C:19]([Cl:22])=[C:18]([Cl:23])[CH:17]=3)(=[O:14])=[O:13])=[CH:7][CH:6]=[C:5]([O:24][CH3:25])[C:4]=2[CH2:3]1.Br[CH2:27][CH2:28][CH2:29][CH2:30]Br.CCN(C(C)C)C(C)C. The product is [Cl:23][C:18]1[CH:17]=[C:16]([NH:15][S:12]([C:8]2[C:9]3[CH2:10][CH2:11][C@H:2]([N:1]4[CH2:30][CH2:29][CH2:28][CH2:27]4)[CH2:3][C:4]=3[C:5]([O:24][CH3:25])=[CH:6][CH:7]=2)(=[O:13])=[O:14])[CH:21]=[CH:20][C:19]=1[Cl:22]. The yield is 0.0900. (4) The reactants are [CH2:1]([O:3][C:4](=[O:15])[CH2:5][C:6](=O)[C@H:7]([CH3:13])[C@H:8]([CH3:12])[CH2:9][CH2:10][CH3:11])[CH3:2].Cl.[O:17]([NH2:19])[CH3:18].C([O-])(=O)C.[Na+]. The catalyst is CCO. The product is [CH2:1]([O:3][C:4](=[O:15])/[CH:5]=[C:6](\[NH:19][O:17][CH3:18])/[C@H:7]([CH3:13])[C@H:8]([CH3:12])[CH2:9][CH2:10][CH3:11])[CH3:2]. The yield is 0.990.